Dataset: NCI-60 drug combinations with 297,098 pairs across 59 cell lines. Task: Regression. Given two drug SMILES strings and cell line genomic features, predict the synergy score measuring deviation from expected non-interaction effect. (1) Synergy scores: CSS=24.8, Synergy_ZIP=-5.43, Synergy_Bliss=-4.29, Synergy_Loewe=-12.5, Synergy_HSA=-4.07. Drug 2: CC1=C(C(=O)C2=C(C1=O)N3CC4C(C3(C2COC(=O)N)OC)N4)N. Cell line: A498. Drug 1: CC(C)(C#N)C1=CC(=CC(=C1)CN2C=NC=N2)C(C)(C)C#N. (2) Drug 1: C1=NC2=C(N=C(N=C2N1C3C(C(C(O3)CO)O)F)Cl)N. Drug 2: COC1=C2C(=CC3=C1OC=C3)C=CC(=O)O2. Cell line: UACC62. Synergy scores: CSS=-0.830, Synergy_ZIP=-0.688, Synergy_Bliss=-2.34, Synergy_Loewe=-1.36, Synergy_HSA=-2.13. (3) Drug 2: CC1CCC2CC(C(=CC=CC=CC(CC(C(=O)C(C(C(=CC(C(=O)CC(OC(=O)C3CCCCN3C(=O)C(=O)C1(O2)O)C(C)CC4CCC(C(C4)OC)O)C)C)O)OC)C)C)C)OC. Drug 1: CCC(=C(C1=CC=CC=C1)C2=CC=C(C=C2)OCCN(C)C)C3=CC=CC=C3.C(C(=O)O)C(CC(=O)O)(C(=O)O)O. Synergy scores: CSS=1.10, Synergy_ZIP=8.81, Synergy_Bliss=11.8, Synergy_Loewe=4.87, Synergy_HSA=7.40. Cell line: PC-3. (4) Drug 1: CN(CC1=CN=C2C(=N1)C(=NC(=N2)N)N)C3=CC=C(C=C3)C(=O)NC(CCC(=O)O)C(=O)O. Drug 2: C1CN(CCN1C(=O)CCBr)C(=O)CCBr. Cell line: HOP-92. Synergy scores: CSS=10.7, Synergy_ZIP=-10.1, Synergy_Bliss=-10.7, Synergy_Loewe=-8.98, Synergy_HSA=-8.37. (5) Synergy scores: CSS=18.9, Synergy_ZIP=-4.65, Synergy_Bliss=-3.25, Synergy_Loewe=-35.9, Synergy_HSA=-1.31. Drug 2: CC12CCC3C(C1CCC2OP(=O)(O)O)CCC4=C3C=CC(=C4)OC(=O)N(CCCl)CCCl.[Na+]. Cell line: RXF 393. Drug 1: COC1=CC(=CC(=C1O)OC)C2C3C(COC3=O)C(C4=CC5=C(C=C24)OCO5)OC6C(C(C7C(O6)COC(O7)C8=CC=CS8)O)O. (6) Drug 1: C1CCC(C1)C(CC#N)N2C=C(C=N2)C3=C4C=CNC4=NC=N3. Drug 2: C1=NC2=C(N1)C(=S)N=CN2. Cell line: NCI-H226. Synergy scores: CSS=3.27, Synergy_ZIP=-10.3, Synergy_Bliss=-18.0, Synergy_Loewe=-24.9, Synergy_HSA=-16.6.